From a dataset of Forward reaction prediction with 1.9M reactions from USPTO patents (1976-2016). Predict the product of the given reaction. Given the reactants [C:1]([C:9]1[N:13]([C:14]2[CH:19]=[C:18]([C:20]3([CH3:23])[CH2:22][CH2:21]3)[CH:17]=[C:16]([C:24]([CH3:27])([CH3:26])[CH3:25])[CH:15]=2)[CH:12]=[C:11]([C:28](O)=[O:29])[C:10]=1[CH3:31])(=[O:8])[C:2]1[CH:7]=[CH:6][CH:5]=[CH:4][CH:3]=1.Cl.[NH2:33][C@H:34]1[CH2:37][C@H:36]([C:38]([O:40][CH3:41])=[O:39])[CH2:35]1.CN(C(ON1N=NC2C=CC=NC1=2)=[N+](C)C)C.F[P-](F)(F)(F)(F)F.CCN(C(C)C)C(C)C, predict the reaction product. The product is: [C:1]([C:9]1[N:13]([C:14]2[CH:19]=[C:18]([C:20]3([CH3:23])[CH2:22][CH2:21]3)[CH:17]=[C:16]([C:24]([CH3:25])([CH3:26])[CH3:27])[CH:15]=2)[CH:12]=[C:11]([C:28]([NH:33][C@H:34]2[CH2:37][C@H:36]([C:38]([O:40][CH3:41])=[O:39])[CH2:35]2)=[O:29])[C:10]=1[CH3:31])(=[O:8])[C:2]1[CH:3]=[CH:4][CH:5]=[CH:6][CH:7]=1.